Regression. Given a peptide amino acid sequence and an MHC pseudo amino acid sequence, predict their binding affinity value. This is MHC class I binding data. From a dataset of Peptide-MHC class I binding affinity with 185,985 pairs from IEDB/IMGT. (1) The peptide sequence is IENSTANVSL. The MHC is HLA-B40:01 with pseudo-sequence HLA-B40:01. The binding affinity (normalized) is 0.833. (2) The peptide sequence is LLFRMILNY. The MHC is HLA-A02:03 with pseudo-sequence HLA-A02:03. The binding affinity (normalized) is 0.0847. (3) The peptide sequence is ASFKAGKLR. The MHC is HLA-B57:01 with pseudo-sequence HLA-B57:01. The binding affinity (normalized) is 0.0847. (4) The peptide sequence is YTAKVPLVY. The MHC is HLA-B58:01 with pseudo-sequence HLA-B58:01. The binding affinity (normalized) is 1.00. (5) The MHC is HLA-A31:01 with pseudo-sequence HLA-A31:01. The peptide sequence is ELQAGESVK. The binding affinity (normalized) is 0.0778. (6) The peptide sequence is IEELRRHLL. The binding affinity (normalized) is 0. The MHC is HLA-B57:01 with pseudo-sequence HLA-B57:01.